Dataset: Forward reaction prediction with 1.9M reactions from USPTO patents (1976-2016). Task: Predict the product of the given reaction. (1) Given the reactants [N:1]1[CH:6]=[CH:5][CH:4]=[N:3][C:2]=1[CH2:7][C:8]([O:10]CC)=[O:9].[OH-].[Na+], predict the reaction product. The product is: [N:1]1[CH:6]=[CH:5][CH:4]=[N:3][C:2]=1[CH2:7][C:8]([OH:10])=[O:9]. (2) Given the reactants [CH3:1][O:2][C:3]1[CH:4]=[C:5]([NH:9][C:10](=O)[CH2:11][C:12]2[CH:17]=[CH:16][C:15]([C:18]([F:21])([F:20])[F:19])=[CH:14][CH:13]=2)[CH:6]=[CH:7][CH:8]=1.B.O1CCCC1, predict the reaction product. The product is: [CH3:1][O:2][C:3]1[CH:4]=[C:5]([NH:9][CH2:10][CH2:11][C:12]2[CH:17]=[CH:16][C:15]([C:18]([F:19])([F:21])[F:20])=[CH:14][CH:13]=2)[CH:6]=[CH:7][CH:8]=1. (3) The product is: [ClH:32].[F:31][C:28]([F:29])([F:30])[C:25]1[CH:26]=[CH:27][C:22]([O:21][C:18]2[CH:19]=[CH:20][C:15]([O:14][CH2:13][C@H:9]3[CH2:10][CH2:11][CH2:12][NH:8]3)=[CH:16][CH:17]=2)=[CH:23][CH:24]=1. Given the reactants C(OC([N:8]1[CH2:12][CH2:11][CH2:10][C@@H:9]1[CH2:13][O:14][C:15]1[CH:20]=[CH:19][C:18]([O:21][C:22]2[CH:27]=[CH:26][C:25]([C:28]([F:31])([F:30])[F:29])=[CH:24][CH:23]=2)=[CH:17][CH:16]=1)=O)(C)(C)C.[ClH:32], predict the reaction product. (4) Given the reactants [C:1](O)(C(F)(F)F)=O.C([O:12][C:13]1[N:18]=[CH:17][C:16]([O:19][CH2:20][CH:21]2[CH2:24][N:23]([C:25]3[C:26]([F:33])=[C:27]([CH2:31][OH:32])[CH:28]=[CH:29][CH:30]=3)[CH2:22]2)=[CH:15][CH:14]=1)(C)(C)C.C(=O)([O-])[O-].[K+].[K+].CI, predict the reaction product. The product is: [F:33][C:26]1[C:27]([CH2:31][OH:32])=[CH:28][CH:29]=[CH:30][C:25]=1[N:23]1[CH2:22][CH:21]([CH2:20][O:19][C:16]2[CH:15]=[CH:14][C:13](=[O:12])[N:18]([CH3:1])[CH:17]=2)[CH2:24]1. (5) Given the reactants [CH2:1]([NH:3][C:4](=[O:11])[NH:5]OCC(O)=O)[CH3:2].[NH2:12][C@@H:13]([CH2:37][CH:38]1[CH2:43][CH2:42][CH2:41][CH2:40][CH2:39]1)[C:14]([N:16]([C@@H:28]([CH3:36])[CH:29]([O:33][CH2:34][CH3:35])[O:30][CH2:31][CH3:32])[CH2:17][C:18]1[C:27]2[C:22](=[CH:23][CH:24]=[CH:25][CH:26]=2)[CH:21]=[CH:20][CH:19]=1)=[O:15], predict the reaction product. The product is: [CH:38]1([CH2:37][C@H:13]([NH:12][C:29](=[O:30])[CH2:28][N:16]([CH3:14])[NH:5][C:4]([NH:3][CH2:1][CH3:2])=[O:11])[C:14]([N:16]([C@@H:28]([CH3:36])[CH:29]([O:33][CH2:34][CH3:35])[O:30][CH2:31][CH3:32])[CH2:17][C:18]2[C:27]3[C:22](=[CH:23][CH:24]=[CH:25][CH:26]=3)[CH:21]=[CH:20][CH:19]=2)=[O:15])[CH2:39][CH2:40][CH2:41][CH2:42][CH2:43]1. (6) Given the reactants [CH3:1][C:2]1[S:11][C:10]2[NH:9][C:8]3[CH:12]=[CH:13][C:14]([C:16]#[N:17])=[CH:15][C:7]=3[N:6]=[C:5]([N:18]3[CH2:23][CH2:22][N:21]([CH3:24])[CH2:20][CH2:19]3)[C:4]=2[CH:3]=1.Cl, predict the reaction product. The product is: [CH3:1][C:2]1[S:11][C:10]2[NH:9][C:8]3[CH:12]=[CH:13][C:14]([CH2:16][NH2:17])=[CH:15][C:7]=3[N:6]=[C:5]([N:18]3[CH2:23][CH2:22][N:21]([CH3:24])[CH2:20][CH2:19]3)[C:4]=2[CH:3]=1. (7) Given the reactants [CH3:1][O:2][C:3]1[CH:8]=[CH:7][C:6]([CH:9]([C:11]2[CH:16]=[CH:15][CH:14]=[CH:13][N:12]=2)[OH:10])=[CH:5][N:4]=1, predict the reaction product. The product is: [N:12]1[CH:13]=[CH:14][CH:15]=[CH:16][C:11]=1[C:9]([C:6]1[CH:7]=[CH:8][C:3]([O:2][CH3:1])=[N:4][CH:5]=1)=[O:10]. (8) Given the reactants Cl[C:2]1[CH:3]=[CH:4][C:5]2[N:6]([C:8]([NH:11][C:12]3[CH:13]=[N:14][CH:15]=[CH:16][C:17]=3[N:18]3[CH2:23][CH2:22][CH2:21][C@H:20]([NH:24][C:25](=[O:31])[O:26][C:27]([CH3:30])([CH3:29])[CH3:28])[CH2:19]3)=[N:9][N:10]=2)[N:7]=1.[Br-].[F:33][C:34]1[CH:39]=[CH:38][CH:37]=[C:36]([F:40])[C:35]=1[Zn+], predict the reaction product. The product is: [F:33][C:34]1[CH:39]=[CH:38][CH:37]=[C:36]([F:40])[C:35]=1[C:2]1[CH:3]=[CH:4][C:5]2[N:6]([C:8]([NH:11][C:12]3[CH:13]=[N:14][CH:15]=[CH:16][C:17]=3[N:18]3[CH2:23][CH2:22][CH2:21][C@H:20]([NH:24][C:25](=[O:31])[O:26][C:27]([CH3:30])([CH3:29])[CH3:28])[CH2:19]3)=[N:9][N:10]=2)[N:7]=1.